From a dataset of Reaction yield outcomes from USPTO patents with 853,638 reactions. Predict the reaction yield, written as a fraction of the theoretical maximum amount of product (1.0 means a 100% yield; for example, 0.34 means a 34% yield). (1) The reactants are [N+:1]([C:4]1[CH:5]=[CH:6][C:7]([O:12][CH2:13][CH2:14][CH3:15])=[C:8]([CH:11]=1)[CH:9]=[O:10])([O-:3])=[O:2].OCC1C=C([N+]([O-])=O)C=CC=1O. No catalyst specified. The product is [N+:1]([C:4]1[CH:5]=[CH:6][C:7]([O:12][CH2:13][CH2:14][CH3:15])=[C:8]([CH:11]=1)[CH2:9][OH:10])([O-:3])=[O:2]. The yield is 0.930. (2) The reactants are [CH2:1]([C:4]1[CH:5]=[CH:6][C:7]2[S:11][C:10]([CH2:12][O:13][C:14]3[C:15]([F:24])=[C:16]([C:20]([F:23])=[CH:21][CH:22]=3)[C:17]([NH2:19])=[O:18])=[N:9][C:8]=2[CH:25]=1)[CH:2]=[CH2:3]. The catalyst is CO.[Pd]. The product is [F:24][C:15]1[C:14]([O:13][CH2:12][C:10]2[S:11][C:7]3[CH:6]=[CH:5][C:4]([CH2:1][CH2:2][CH3:3])=[CH:25][C:8]=3[N:9]=2)=[CH:22][CH:21]=[C:20]([F:23])[C:16]=1[C:17]([NH2:19])=[O:18]. The yield is 0.140. (3) The reactants are C(OC([NH:8][C@H:9]1[CH2:14][CH2:13][C@H:12]([O:15][CH3:16])[CH2:11][CH2:10]1)=O)(C)(C)C.C(Cl)(=O)C. The catalyst is C(O)C. The product is [CH3:16][O:15][C@H:12]1[CH2:13][CH2:14][C@H:9]([NH2:8])[CH2:10][CH2:11]1. The yield is 1.00. (4) The reactants are [F:1][C:2]1[CH:7]=[CH:6][C:5]([CH2:8][C:9](=[O:11])[CH3:10])=[CH:4][CH:3]=1.CO[CH:14](OC)[N:15]([CH3:17])[CH3:16]. The catalyst is CCCCCC. The product is [CH3:14][N:15]([CH3:17])[CH:16]=[C:8]([C:5]1[CH:4]=[CH:3][C:2]([F:1])=[CH:7][CH:6]=1)[C:9](=[O:11])[CH3:10]. The yield is 0.830.